Dataset: Reaction yield outcomes from USPTO patents with 853,638 reactions. Task: Predict the reaction yield, written as a fraction of the theoretical maximum amount of product (1.0 means a 100% yield; for example, 0.34 means a 34% yield). (1) The reactants are [CH:1]1([CH2:5][NH:6][C@H:7]2[CH2:11][CH2:10][N:9]([C:12]([O:14][C:15]([CH3:18])([CH3:17])[CH3:16])=[O:13])[CH2:8]2)[CH2:4][CH2:3][CH2:2]1.[CH3:19][S:20][C:21]1[CH:29]=[CH:28][CH:27]=[CH:26][C:22]=1[C:23](Cl)=[O:24].C(N(CC)CC)C. The catalyst is C1(C)C=CC=CC=1. The product is [CH:1]1([CH2:5][N:6]([C:23](=[O:24])[C:22]2[CH:26]=[CH:27][CH:28]=[CH:29][C:21]=2[S:20][CH3:19])[C@H:7]2[CH2:11][CH2:10][N:9]([C:12]([O:14][C:15]([CH3:18])([CH3:17])[CH3:16])=[O:13])[CH2:8]2)[CH2:2][CH2:3][CH2:4]1. The yield is 0.760. (2) The reactants are [F:1][C:2]1[CH:3]=[C:4]([CH:16]=[CH:17][CH:18]=1)[O:5][C:6]1[CH:7]=[C:8]([CH:11]2OCC[O:12]2)[S:9][CH:10]=1.C(O)(=O)CC(CC(O)=O)(C(O)=O)O.C(=O)(O)[O-].[Na+]. The catalyst is CO. The product is [F:1][C:2]1[CH:3]=[C:4]([CH:16]=[CH:17][CH:18]=1)[O:5][C:6]1[CH:7]=[C:8]([CH:11]=[O:12])[S:9][CH:10]=1. The yield is 0.900. (3) The reactants are Cl[C:2]1[N:10]=[C:9]2[C:5]([N:6]([CH2:18][O:19][CH2:20][CH2:21][Si:22]([CH3:25])([CH3:24])[CH3:23])[C:7](=[O:17])[N:8]2[CH:11]2[CH2:16][CH2:15][O:14][CH2:13][CH2:12]2)=[CH:4][N:3]=1.[CH3:26][O:27][C:28]1[C:33]([NH2:34])=[CH:32][CH:31]=[CH:30][N:29]=1.C(=O)([O-])[O-].[Cs+].[Cs+].CC1(C)C2C=CC=C(P(C3C=CC=CC=3)C3C=CC=CC=3)C=2OC2C1=CC=CC=2P(C1C=CC=CC=1)C1C=CC=CC=1. The catalyst is C(OCC)(=O)C.C1C=CC(/C=C/C(/C=C/C2C=CC=CC=2)=O)=CC=1.C1C=CC(/C=C/C(/C=C/C2C=CC=CC=2)=O)=CC=1.C1C=CC(/C=C/C(/C=C/C2C=CC=CC=2)=O)=CC=1.[Pd].[Pd].O1CCOCC1. The product is [CH3:26][O:27][C:28]1[C:33]([NH:34][C:2]2[N:10]=[C:9]3[C:5]([N:6]([CH2:18][O:19][CH2:20][CH2:21][Si:22]([CH3:25])([CH3:24])[CH3:23])[C:7](=[O:17])[N:8]3[CH:11]3[CH2:16][CH2:15][O:14][CH2:13][CH2:12]3)=[CH:4][N:3]=2)=[CH:32][CH:31]=[CH:30][N:29]=1. The yield is 0.760. (4) The reactants are O=[C:2]1[O:7][C:6]([C:8]2[CH:13]=[CH:12][CH:11]=[CH:10][C:9]=2[O:14]C(=O)C)=[N:5][C:4]2[CH:18]=[CH:19][CH:20]=[CH:21][C:3]1=2.[Cl:22][C:23]1[CH:24]=[C:25]([CH2:30][CH2:31][NH2:32])[CH:26]=[CH:27][C:28]=1[Cl:29]. No catalyst specified. The product is [Cl:22][C:23]1[CH:24]=[C:25]([CH2:30][CH2:31][N:32]2[C:2](=[O:7])[C:3]3[C:4](=[CH:18][CH:19]=[CH:20][CH:21]=3)[N:5]=[C:6]2[C:8]2[CH:13]=[CH:12][CH:11]=[CH:10][C:9]=2[OH:14])[CH:26]=[CH:27][C:28]=1[Cl:29]. The yield is 0.700. (5) The reactants are [C:1]([O:5][C:6](=[O:40])[NH:7][C:8]1([C:12]2[CH:17]=[CH:16][C:15]([C:18]3[C:27](=[O:28])[C:26]4[C:21](=[CH:22][C:23](C5NN=CC=5)=[CH:24][CH:25]=4)[O:20][C:19]=3[C:34]3[CH:39]=[CH:38][CH:37]=[CH:36][CH:35]=3)=[CH:14][CH:13]=2)[CH2:11][CH2:10][CH2:9]1)([CH3:4])([CH3:3])[CH3:2].C(OC(=O)NC1(C2C=CC(C3C(=O)C4C(=C(Br)C=CC=4)OC=3C3C=CC=CC=3)=CC=2)CCC1)(C)(C)C.[F:77][C:78]([F:94])([F:93])[C:79]1[C:83](B2OC(C)(C)C(C)(C)O2)=[CH:82][NH:81][N:80]=1. No catalyst specified. The product is [C:1]([O:5][C:6](=[O:40])[NH:7][C:8]1([C:12]2[CH:17]=[CH:16][C:15]([C:18]3[C:27](=[O:28])[C:26]4[C:21](=[C:22]([C:83]5[C:79]([C:78]([F:94])([F:93])[F:77])=[N:80][NH:81][CH:82]=5)[CH:23]=[CH:24][CH:25]=4)[O:20][C:19]=3[C:34]3[CH:35]=[CH:36][CH:37]=[CH:38][CH:39]=3)=[CH:14][CH:13]=2)[CH2:9][CH2:10][CH2:11]1)([CH3:4])([CH3:3])[CH3:2]. The yield is 0.640. (6) The reactants are [CH3:1][O:2][C:3]1[CH:4]=[C:5]2[C:10](=[CH:11][C:12]=1[O:13][CH3:14])[N:9]=[CH:8][CH:7]=[C:6]2[O:15][C:16]1[CH:21]=[CH:20][C:19]([NH2:22])=[CH:18][CH:17]=1.C1([O:29][C:30](=O)[NH:31][C:32]2[CH:37]=[CH:36][CH:35]=[C:34]([S:38]([CH3:41])(=[O:40])=[O:39])[CH:33]=2)C=CC=CC=1.C(OCC)(=O)C.O. The catalyst is CS(C)=O.CO. The product is [CH3:1][O:2][C:3]1[CH:4]=[C:5]2[C:10](=[CH:11][C:12]=1[O:13][CH3:14])[N:9]=[CH:8][CH:7]=[C:6]2[O:15][C:16]1[CH:17]=[CH:18][C:19]([NH:22][C:30]([NH:31][C:32]2[CH:37]=[CH:36][CH:35]=[C:34]([S:38]([CH3:41])(=[O:40])=[O:39])[CH:33]=2)=[O:29])=[CH:20][CH:21]=1. The yield is 0.870. (7) The reactants are [F:1][CH:2]([F:12])[C:3]1[CH:11]=[CH:10][CH:9]=[CH:8][C:4]=1[C:5]([OH:7])=O.[CH3:13][CH:14]([C:20]1[CH:25]=[CH:24][CH:23]=[CH:22][C:21]=1[NH2:26])[CH2:15][C:16]([CH3:19])([CH3:18])[CH3:17].C(N(CC)C(C)C)(C)C.F[P-](F)(F)(F)(F)F.Br[P+](N1CCCC1)(N1CCCC1)N1CCCC1. The catalyst is C(#N)C.C(OCC)(=O)C.O. The product is [F:12][CH:2]([F:1])[C:3]1[CH:11]=[CH:10][CH:9]=[CH:8][C:4]=1[C:5]([NH:26][C:21]1[CH:22]=[CH:23][CH:24]=[CH:25][C:20]=1[CH:14]([CH3:13])[CH2:15][C:16]([CH3:19])([CH3:18])[CH3:17])=[O:7]. The yield is 0.979.